Dataset: Peptide-MHC class I binding affinity with 185,985 pairs from IEDB/IMGT. Task: Regression. Given a peptide amino acid sequence and an MHC pseudo amino acid sequence, predict their binding affinity value. This is MHC class I binding data. (1) The peptide sequence is VMLQQQAMK. The MHC is HLA-A03:01 with pseudo-sequence HLA-A03:01. The binding affinity (normalized) is 0.626. (2) The peptide sequence is AEMEEALKGL. The MHC is HLA-B40:01 with pseudo-sequence HLA-B40:01. The binding affinity (normalized) is 0.747. (3) The MHC is HLA-B38:01 with pseudo-sequence HLA-B38:01. The binding affinity (normalized) is 0.737. The peptide sequence is THINVELSL. (4) The peptide sequence is KNPHNTAESR. The MHC is Patr-A0401 with pseudo-sequence Patr-A0401. The binding affinity (normalized) is 0.412. (5) The peptide sequence is CTVPTMNNA. The MHC is HLA-A02:01 with pseudo-sequence HLA-A02:01. The binding affinity (normalized) is 0.104. (6) The peptide sequence is KLYLRPWWH. The MHC is HLA-A29:02 with pseudo-sequence HLA-A29:02. The binding affinity (normalized) is 0.397. (7) The peptide sequence is ISTPPLVRL. The MHC is Mamu-A2201 with pseudo-sequence Mamu-A2201. The binding affinity (normalized) is 0.0307. (8) The peptide sequence is KLMSGKDVFY. The MHC is HLA-A30:02 with pseudo-sequence HLA-A30:02. The binding affinity (normalized) is 0.